From a dataset of Forward reaction prediction with 1.9M reactions from USPTO patents (1976-2016). Predict the product of the given reaction. (1) The product is: [NH2:20][CH2:19][C:16]1[CH:17]=[CH:18][C:13]([NH:12][C:10](=[O:11])[CH2:9][CH2:8][CH2:7][CH2:6][CH2:5][CH2:4][C:3]([NH:29][OH:30])=[O:2])=[CH:14][CH:15]=1.[C:33]([OH:39])([C:35]([F:38])([F:37])[F:36])=[O:34]. Given the reactants C[O:2][C:3](=O)[CH2:4][CH2:5][CH2:6][CH2:7][CH2:8][CH2:9][C:10]([NH:12][C:13]1[CH:18]=[CH:17][C:16]([CH2:19][NH:20]C(OC(C)(C)C)=O)=[CH:15][CH:14]=1)=[O:11].[NH2:29][OH:30].[OH-].[K+].[C:33]([OH:39])([C:35]([F:38])([F:37])[F:36])=[O:34], predict the reaction product. (2) Given the reactants [CH3:1][C:2]1[C:7]([C:8]([NH:10][C:11]2[C:20]3[C:15](=[CH:16][CH:17]=[CH:18][CH:19]=3)[C:14]([S:21](Cl)(=[O:23])=[O:22])=[CH:13][CH:12]=2)=[O:9])=[CH:6][CH:5]=[CH:4][N:3]=1.[N:25]([CH:28]([CH3:30])C)=[C:26]=[O:27], predict the reaction product. The product is: [C:26]([N:25]1[CH2:28][CH2:30][CH:2]([NH:3][S:21]([C:14]2[C:15]3[C:20](=[CH:19][CH:18]=[CH:17][CH:16]=3)[C:11]([NH:10][C:8](=[O:9])[C:7]3[CH:6]=[CH:5][CH:4]=[N:3][C:2]=3[CH3:1])=[CH:12][CH:13]=2)(=[O:23])=[O:22])[CH2:7][CH2:6]1)(=[O:27])[CH2:12][CH2:11][CH3:20]. (3) Given the reactants [Cl:1][C:2]1[CH:28]=[CH:27][C:5]([CH2:6][NH:7][C:8]2[N:12]([CH3:13])[C:11]3[CH:14]=[CH:15][C:16]([N:18]([C:20]4[CH:25]=[CH:24][N:23]=[C:22](Cl)[N:21]=4)[CH3:19])=[CH:17][C:10]=3[N:9]=2)=[CH:4][CH:3]=1.[NH2:29][C:30]1[CH:31]=[C:32]([O:36][S:37]([CH3:40])(=[O:39])=[O:38])[CH:33]=[CH:34][CH:35]=1, predict the reaction product. The product is: [ClH:1].[Cl:1][C:2]1[CH:28]=[CH:27][C:5]([CH2:6][NH:7][C:8]2[N:12]([CH3:13])[C:11]3[CH:14]=[CH:15][C:16]([N:18]([CH3:19])[C:20]4[CH:25]=[CH:24][N:23]=[C:22]([NH:29][C:30]5[CH:31]=[C:32]([O:36][S:37]([CH3:40])(=[O:39])=[O:38])[CH:33]=[CH:34][CH:35]=5)[N:21]=4)=[CH:17][C:10]=3[N:9]=2)=[CH:4][CH:3]=1. (4) Given the reactants CC1(C)CCCC(C)(C)N1.C([Li])CCC.[Cl:16][C:17]1[CH:22]=[C:21]([C:23]2[O:24][CH:25]=[N:26][N:27]=2)[CH:20]=[C:19]([Cl:28])[N:18]=1.[CH3:29][C:30]([CH3:34])([CH3:33])[CH:31]=[O:32], predict the reaction product. The product is: [Cl:28][C:19]1[CH:20]=[C:21]([C:23]2[O:24][C:25]([C@@H:31]([OH:32])[C:30]([CH3:34])([CH3:33])[CH3:29])=[N:26][N:27]=2)[CH:22]=[C:17]([Cl:16])[N:18]=1.